Task: Predict which catalyst facilitates the given reaction.. Dataset: Catalyst prediction with 721,799 reactions and 888 catalyst types from USPTO (1) Reactant: O[CH:2]([C:11]1[CH:16]=[CH:15][CH:14]=[CH:13][C:12]=1[C:17]([F:20])([F:19])[F:18])[CH:3]1[O:7][C:6](=[O:8])[CH:5]=[C:4]1[O:9][CH3:10].[Br:21]Br. Product: [Br:21][C:5]1[C:6](=[O:8])[O:7]/[C:3](=[CH:2]\[C:11]2[CH:16]=[CH:15][CH:14]=[CH:13][C:12]=2[C:17]([F:20])([F:19])[F:18])/[C:4]=1[O:9][CH3:10]. The catalyst class is: 10. (2) Reactant: [C:1]([N:4]1[CH2:26][C:12]2([CH2:17][CH2:16][N:15]([C:18]3([C:24]#N)[CH2:23][CH2:22][CH2:21][CH2:20][CH2:19]3)[CH2:14][CH2:13]2)[C:11]2[C:6](=[CH:7][CH:8]=[CH:9][CH:10]=2)[CH2:5]1)(=[O:3])[CH3:2].C[Mg]Br. Product: [CH3:24][C:18]1([N:15]2[CH2:14][CH2:13][C:12]3([C:11]4[C:6](=[CH:7][CH:8]=[CH:9][CH:10]=4)[CH2:5][N:4]([C:1](=[O:3])[CH3:2])[CH2:26]3)[CH2:17][CH2:16]2)[CH2:19][CH2:20][CH2:21][CH2:22][CH2:23]1. The catalyst class is: 7. (3) The catalyst class is: 3. Reactant: [O:1]=[C:2]1[N:7]([C:8]2[CH:13]=[CH:12][CH:11]=[CH:10][CH:9]=2)[C:6]2[S:14][C:15]([C:24]([O-])=[O:25])=[C:16]([NH:17][C:18]3[CH:23]=[CH:22][CH:21]=[CH:20][CH:19]=3)[C:5]=2[CH:4]=[CH:3]1.[NH4+].C(N1C=CN=C1)([N:30]1C=CN=C1)=O.[OH-].[NH4+]. Product: [O:1]=[C:2]1[N:7]([C:8]2[CH:9]=[CH:10][CH:11]=[CH:12][CH:13]=2)[C:6]2[S:14][C:15]([C:24]([NH2:30])=[O:25])=[C:16]([NH:17][C:18]3[CH:19]=[CH:20][CH:21]=[CH:22][CH:23]=3)[C:5]=2[CH:4]=[CH:3]1. (4) Reactant: Br[C:2]1[C:3]([N:21]2[CH2:26][CH2:25][C:24]([CH3:28])([CH3:27])[CH2:23][CH2:22]2)=[C:4]([C@H:10]([O:16][C:17]([CH3:20])([CH3:19])[CH3:18])[C:11]([O:13][CH2:14][CH3:15])=[O:12])[C:5]([CH3:9])=[N:6][C:7]=1[CH3:8].[CH3:29][O:30][C:31]1[CH:47]=[CH:46][C:34]([CH2:35][O:36][C:37]2[CH:42]=[CH:41][C:40](B(O)O)=[CH:39][CH:38]=2)=[CH:33][CH:32]=1.C([O-])([O-])=O.[Na+].[Na+]. Product: [C:17]([O:16][C@@H:10]([C:4]1[C:5]([CH3:9])=[N:6][C:7]([CH3:8])=[C:2]([C:40]2[CH:39]=[CH:38][C:37]([O:36][CH2:35][C:34]3[CH:33]=[CH:32][C:31]([O:30][CH3:29])=[CH:47][CH:46]=3)=[CH:42][CH:41]=2)[C:3]=1[N:21]1[CH2:26][CH2:25][C:24]([CH3:28])([CH3:27])[CH2:23][CH2:22]1)[C:11]([O:13][CH2:14][CH3:15])=[O:12])([CH3:20])([CH3:19])[CH3:18]. The catalyst class is: 128. (5) Reactant: [Cl:1][CH2:2][CH2:3][CH2:4][S:5]([O:8][CH2:9][C:10]([CH3:25])([CH3:24])[C@@H:11]([OH:23])[C:12]([O:14][CH2:15][CH2:16][O:17][C:18]([O:20][CH2:21][CH3:22])=[O:19])=[O:13])(=[O:7])=[O:6].[CH3:26][CH:27]([CH3:31])[C:28](Cl)=[O:29].N1C=CC=CC=1. Product: [Cl:1][CH2:2][CH2:3][CH2:4][S:5]([O:8][CH2:9][C:10]([CH3:24])([CH3:25])[C@@H:11]([O:23][C:28](=[O:29])[CH:27]([CH3:31])[CH3:26])[C:12]([O:14][CH2:15][CH2:16][O:17][C:18]([O:20][CH2:21][CH3:22])=[O:19])=[O:13])(=[O:7])=[O:6]. The catalyst class is: 4. (6) Reactant: C(O)(=O)C.[CH2:5]([O:9][C:10]1[CH:15]=[CH:14][CH:13]=[C:12](/[CH:16]=[CH:17]/[N+:18]([O-:20])=[O:19])[CH:11]=1)[CH2:6][CH2:7][CH3:8].[BH4-].[Na+]. Product: [CH2:5]([O:9][C:10]1[CH:15]=[CH:14][CH:13]=[C:12]([CH2:16][CH2:17][N+:18]([O-:20])=[O:19])[CH:11]=1)[CH2:6][CH2:7][CH3:8]. The catalyst class is: 16. (7) Reactant: [F:1][C:2]([F:42])([F:41])[C:3]1[CH:4]=[C:5]([CH:34]=[C:35]([C:37]([F:40])([F:39])[F:38])[CH:36]=1)[CH2:6][C:7]1[C:12]([N:13]2[CH2:18][CH2:17][O:16][CH2:15][CH2:14]2)=[CH:11][N:10]=[C:9]([NH:19][C@@H:20]2[C:29]3[C:24](=[CH:25][CH:26]=[C:27]([O:30][CH3:31])[N:28]=3)[NH:23][C@H:22]([CH2:32][CH3:33])[CH2:21]2)[N:8]=1.C(N([CH2:48][CH3:49])CC)C.ClC(Cl)([O:53][C:54](=O)[O:55]C(Cl)(Cl)Cl)Cl.[OH2:62]. Product: [OH:62][CH2:48][CH2:49][O:55][C:54]([N:23]1[C:24]2[C:29](=[N:28][C:27]([O:30][CH3:31])=[CH:26][CH:25]=2)[C@@H:20]([NH:19][C:9]2[N:8]=[C:7]([CH2:6][C:5]3[CH:4]=[C:3]([C:2]([F:1])([F:41])[F:42])[CH:36]=[C:35]([C:37]([F:38])([F:39])[F:40])[CH:34]=3)[C:12]([N:13]3[CH2:14][CH2:15][O:16][CH2:17][CH2:18]3)=[CH:11][N:10]=2)[CH2:21][C@H:22]1[CH2:32][CH3:33])=[O:53]. The catalyst class is: 2.